The task is: Predict the product of the given reaction.. This data is from Forward reaction prediction with 1.9M reactions from USPTO patents (1976-2016). (1) Given the reactants [Cl:1][C:2]1[N:11]=[C:10]([S:12][CH:13]2[CH2:18][CH2:17][N:16](C(OC(C)(C)C)=O)[CH2:15][CH2:14]2)[C:9]2[C:4](=[CH:5][C:6]([O:28][CH3:29])=[C:7]([O:26][CH3:27])[CH:8]=2)[N:3]=1.O1CCOCC1, predict the reaction product. The product is: [ClH:1].[ClH:1].[ClH:1].[Cl:1][C:2]1[N:11]=[C:10]([S:12][CH:13]2[CH2:14][CH2:15][NH:16][CH2:17][CH2:18]2)[C:9]2[C:4](=[CH:5][C:6]([O:28][CH3:29])=[C:7]([O:26][CH3:27])[CH:8]=2)[N:3]=1. (2) Given the reactants [Cl:1][C:2]1[CH:7]=[CH:6][C:5]([Cl:8])=[CH:4][C:3]=1[C:9]1[C:10]2[C:22](=[O:23])[N:21]([CH3:24])[CH2:20][C:11]=2[N:12]([CH2:16][C:17](O)=[O:18])[C:13](=[O:15])[CH:14]=1.[NH:25]1[C:29]([C:30]2[CH:36]=[CH:35][C:33]([NH2:34])=[CH:32][CH:31]=2)=[N:28][N:27]=[N:26]1, predict the reaction product. The product is: [Cl:1][C:2]1[CH:7]=[CH:6][C:5]([Cl:8])=[CH:4][C:3]=1[C:9]1[C:10]2[C:22](=[O:23])[N:21]([CH3:24])[CH2:20][C:11]=2[N:12]([CH2:16][C:17]([NH:34][C:33]2[CH:35]=[CH:36][C:30]([C:29]3[NH:28][N:27]=[N:26][N:25]=3)=[CH:31][CH:32]=2)=[O:18])[C:13](=[O:15])[CH:14]=1. (3) Given the reactants C(OC([NH:8][CH2:9][CH2:10][CH2:11][O:12][C:13]1[CH:22]=[C:21]2[C:16]([C:17]([NH:23][C:24]3[CH:29]=[CH:28][C:27]([Cl:30])=[CH:26][C:25]=3[F:31])=[N:18][CH:19]=[N:20]2)=[CH:15][C:14]=1[O:32][CH3:33])=O)(C)(C)C.[C:34]([OH:40])([C:36]([F:39])([F:38])[F:37])=[O:35], predict the reaction product. The product is: [F:37][C:36]([F:39])([F:38])[C:34]([OH:40])=[O:35].[NH2:8][CH2:9][CH2:10][CH2:11][O:12][C:13]1[CH:22]=[C:21]2[C:16]([C:17]([NH:23][C:24]3[CH:29]=[CH:28][C:27]([Cl:30])=[CH:26][C:25]=3[F:31])=[N:18][CH:19]=[N:20]2)=[CH:15][C:14]=1[O:32][CH3:33]. (4) The product is: [F:35][C:28]1[C:29]([OH:34])=[CH:30][CH:31]=[C:32]([F:33])[C:27]=1[NH:26][C:14](=[O:16])[C:13]1[CH:17]=[C:9]([C:4]2[CH:5]=[C:6]([F:8])[CH:7]=[C:2]([F:1])[CH:3]=2)[CH:10]=[C:11]([CH3:19])[C:12]=1[CH3:18]. Given the reactants [F:1][C:2]1[CH:3]=[C:4]([C:9]2[CH:10]=[C:11]([CH3:19])[C:12]([CH3:18])=[C:13]([CH:17]=2)[C:14]([OH:16])=O)[CH:5]=[C:6]([F:8])[CH:7]=1.C(Cl)(C(Cl)=O)=O.[NH2:26][C:27]1[C:28]([F:35])=[C:29]([OH:34])[CH:30]=[CH:31][C:32]=1[F:33].C([O-])(O)=O.[Na+], predict the reaction product. (5) Given the reactants C[O-].[Na+].[CH3:4][N:5]1[C:9]([C:10]2[CH:15]=[CH:14][CH:13]=[CH:12][CH:11]=2)=[C:8]2[CH2:16][CH2:17][CH:18]3[C:26]([C:27]4[CH:32]=[CH:31][CH:30]=[CH:29][CH:28]=4)([C:7]2=[N:6]1)[CH2:25][C:21]1[CH:22]=[N:23][O:24][C:20]=1[CH:19]3[CH3:33], predict the reaction product. The product is: [CH3:4][N:5]1[C:9]([C:10]2[CH:15]=[CH:14][CH:13]=[CH:12][CH:11]=2)=[C:8]2[C:7]([C:26]3([C:27]4[CH:32]=[CH:31][CH:30]=[CH:29][CH:28]=4)[CH2:25][CH:21]([C:22]#[N:23])[C:20](=[O:24])[CH:19]([CH3:33])[CH:18]3[CH2:17][CH2:16]2)=[N:6]1.